This data is from Full USPTO retrosynthesis dataset with 1.9M reactions from patents (1976-2016). The task is: Predict the reactants needed to synthesize the given product. (1) Given the product [C:89]([O:88][C:86]([N:85]([CH2:93][C:94]1[CH:95]=[C:96]([CH:100]2[CH2:101][CH2:102][N:103]([C:5]([C:6]3[CH:11]=[CH:10][CH:9]=[C:8]([C:12]4[O:13][C:14]([C:17]5[CH:22]=[CH:21][CH:20]=[CH:19][C:18]=5[Cl:23])=[N:15][N:16]=4)[CH:7]=3)=[O:4])[CH2:104][CH2:105]2)[CH:97]=[CH:98][CH:99]=1)[C:83]([O:82][C:78]([CH3:79])([CH3:80])[CH3:81])=[O:84])=[O:87])([CH3:92])([CH3:91])[CH3:90], predict the reactants needed to synthesize it. The reactants are: [OH-].[Na+].C[O:4][C:5](=O)[C:6]1[CH:11]=[CH:10][CH:9]=[C:8]([C:12]2[O:13][C:14]([C:17]3[CH:22]=[CH:21][CH:20]=[CH:19][C:18]=3[Cl:23])=[N:15][N:16]=2)[CH:7]=1.Cl.F[B-](F)(F)F.N1(OC(N(C)C)=[N+](C)C)C2C=CC=CC=2N=N1.ClC1C=CC=CC=1C1OC(C2C=C(C=CC=2)C(O)=O)=NN=1.C(N(C(C)C)CC)(C)C.[C:78]([O:82][C:83]([N:85]([CH2:93][C:94]1[CH:95]=[C:96]([CH:100]2[CH2:105][CH2:104][NH:103][CH2:102][CH2:101]2)[CH:97]=[CH:98][CH:99]=1)[C:86]([O:88][C:89]([CH3:92])([CH3:91])[CH3:90])=[O:87])=[O:84])([CH3:81])([CH3:80])[CH3:79]. (2) Given the product [F:13][C:14]1[CH:15]=[C:16]([CH:26]=[CH:27][CH:28]=1)[CH2:17][O:18][C:19]1[CH:24]=[CH:23][C:22]([NH:25][C:2]2[C:7]3=[C:8]([CH3:11])[CH:9]=[CH:10][N:6]3[N:5]=[CH:4][N:3]=2)=[CH:21][CH:20]=1, predict the reactants needed to synthesize it. The reactants are: Cl[C:2]1[C:7]2=[C:8]([CH3:11])[CH:9]=[CH:10][N:6]2[N:5]=[CH:4][N:3]=1.Cl.[F:13][C:14]1[CH:15]=[C:16]([CH:26]=[CH:27][CH:28]=1)[CH2:17][O:18][C:19]1[CH:24]=[CH:23][C:22]([NH2:25])=[CH:21][CH:20]=1.C([O-])(O)=O.[Na+]. (3) Given the product [NH2:9][C:8]1[C:7]2[CH:6]=[C:5]3[C:10]4([C:18]5[C:13](=[CH:14][CH:15]=[CH:16][CH:17]=5)[N:12]([CH2:19][C:20]5[CH:25]=[CH:24][CH:23]=[CH:22][N:21]=5)[C:11]4=[O:26])[CH2:27][O:28][C:4]3=[CH:3][C:2]=2[O:33][N:32]=1, predict the reactants needed to synthesize it. The reactants are: F[C:2]1[C:7]([C:8]#[N:9])=[CH:6][C:5]2[C:10]3([CH2:27][O:28][C:4]=2[CH:3]=1)[C:18]1[C:13](=[CH:14][CH:15]=[CH:16][CH:17]=1)[N:12]([CH2:19][C:20]1[CH:25]=[CH:24][CH:23]=[CH:22][N:21]=1)[C:11]3=[O:26].C([NH:32][OH:33])(=O)C.C(=O)([O-])[O-].[Cs+].[Cs+].O.